This data is from Reaction yield outcomes from USPTO patents with 853,638 reactions. The task is: Predict the reaction yield, written as a fraction of the theoretical maximum amount of product (1.0 means a 100% yield; for example, 0.34 means a 34% yield). (1) The product is [C:33]([OH:35])(=[O:34])[CH3:32].[CH2:1]([S:3]([C:6]1[CH:7]=[C:8]([C:12]2[CH:17]=[C:16]([C:18]([F:21])([F:20])[F:19])[C:15]([CH3:22])=[C:14]3[C:13]=2[C:24]2[CH:29]=[C:28]([CH3:30])[CH:27]=[N:26][C:25]=2[NH:23]3)[CH:9]=[CH:10][CH:11]=1)(=[O:5])=[O:4])[CH3:2]. The reactants are [CH2:1]([S:3]([C:6]1[CH:7]=[C:8]([C:12]2[CH:17]=[C:16]([C:18]([F:21])([F:20])[F:19])[C:15]([CH3:22])=[C:14]([NH2:23])[C:13]=2[C:24]2[C:25](F)=[N:26][CH:27]=[C:28]([CH3:30])[CH:29]=2)[CH:9]=[CH:10][CH:11]=1)(=[O:5])=[O:4])[CH3:2].[CH3:32][C:33]([OH:35])=[O:34]. The yield is 0.700. No catalyst specified. (2) The reactants are [SH:1][C:2]1[CH:9]=[C:8]([C:10]2[CH:15]=[CH:14][C:13]([C:16]([F:19])([F:18])[F:17])=[CH:12][CH:11]=2)[CH:7]=[CH:6][C:3]=1[C:4]#[N:5].[CH3:20][C:21](C)([O-])[CH3:22].[K+].O. The catalyst is CN(C)C=O. The product is [CH2:22]([S:1][C:2]1[CH:9]=[C:8]([C:10]2[CH:15]=[CH:14][C:13]([C:16]([F:17])([F:18])[F:19])=[CH:12][CH:11]=2)[CH:7]=[CH:6][C:3]=1[C:4]#[N:5])[CH:21]=[CH2:20]. The yield is 0.430. (3) The reactants are [I:1][C:2]1[CH:3]=[C:4]([CH:8]=[C:9]([N+:11]([O-:13])=[O:12])[CH:10]=1)[C:5]([OH:7])=[O:6].O=S(Cl)Cl.[CH3:18]O. No catalyst specified. The product is [CH3:18][O:6][C:5](=[O:7])[C:4]1[CH:8]=[C:9]([N+:11]([O-:13])=[O:12])[CH:10]=[C:2]([I:1])[CH:3]=1. The yield is 0.990. (4) The product is [CH:1]([N:4]1[CH2:9][CH2:8][CH:7]([O:10][C:11]2[CH:19]=[CH:18][C:17]3[N:16]4[CH2:20][CH2:21][N:22]([CH2:28][C:29]([N:31]5[CH2:36][CH2:35][O:34][CH2:33][CH2:32]5)=[O:30])[C:23](=[O:24])[C:15]4=[CH:14][C:13]=3[CH:12]=2)[CH2:6][CH2:5]1)([CH3:3])[CH3:2]. The reactants are [CH:1]([N:4]1[CH2:9][CH2:8][CH:7]([O:10][C:11]2[CH:19]=[CH:18][C:17]3[N:16]4[CH2:20][CH2:21][NH:22][C:23](=[O:24])[C:15]4=[CH:14][C:13]=3[CH:12]=2)[CH2:6][CH2:5]1)([CH3:3])[CH3:2].[H-].[Na+].Cl[CH2:28][C:29]([N:31]1[CH2:36][CH2:35][O:34][CH2:33][CH2:32]1)=[O:30]. The yield is 0.100. No catalyst specified. (5) The reactants are [F:1][C:2]1[CH:20]=[C:19]([N+:21]([O-])=O)[CH:18]=[CH:17][C:3]=1[O:4][C:5]1[C:6]2[N:13]([CH2:14][O:15][CH3:16])[CH:12]=[CH:11][C:7]=2[N:8]=[CH:9][N:10]=1. The catalyst is C(O)(=O)C.[Fe]. The product is [F:1][C:2]1[CH:20]=[C:19]([NH2:21])[CH:18]=[CH:17][C:3]=1[O:4][C:5]1[C:6]2[N:13]([CH2:14][O:15][CH3:16])[CH:12]=[CH:11][C:7]=2[N:8]=[CH:9][N:10]=1. The yield is 0.230. (6) The reactants are [CH:1]1[C:14]2[C:5](=[CH:6][C:7]3[C:12]([C:13]=2[CH2:15][O:16][C:17](=[O:25])[NH:18][CH2:19][CH2:20][O:21][CH2:22][CH2:23][OH:24])=[CH:11][CH:10]=[CH:9][CH:8]=3)[CH:4]=[CH:3][CH:2]=1.[H-].[Na+].C1COCC1.[Cl:33][CH2:34][CH2:35][CH2:36][CH2:37][CH2:38][CH2:39]I. The catalyst is CCCCCCC.C(OCC)(=O)C. The product is [CH:11]1[C:12]2[C:7](=[CH:6][C:5]3[C:14]([C:13]=2[CH2:15][O:16][C:17](=[O:25])[NH:18][CH2:19][CH2:20][O:21][CH2:22][CH2:23][O:24][CH2:39][CH2:38][CH2:37][CH2:36][CH2:35][CH2:34][Cl:33])=[CH:1][CH:2]=[CH:3][CH:4]=3)[CH:8]=[CH:9][CH:10]=1. The yield is 0.410.